This data is from Reaction yield outcomes from USPTO patents with 853,638 reactions. The task is: Predict the reaction yield, written as a fraction of the theoretical maximum amount of product (1.0 means a 100% yield; for example, 0.34 means a 34% yield). The reactants are [H-].[Na+].[C:3](OCC)(=[O:6])[CH2:4][SH:5].[NH2:10][C:11]1[N:16]=[C:15]([C:17]([O:19][CH3:20])=[O:18])[CH:14]=[CH:13][C:12]=1Br. The catalyst is CN(C=O)C.CCOC(C)=O. The product is [O:6]=[C:3]1[CH2:4][S:5][C:12]2[CH:13]=[CH:14][C:15]([C:17]([O:19][CH3:20])=[O:18])=[N:16][C:11]=2[NH:10]1. The yield is 0.330.